This data is from Peptide-MHC class II binding affinity with 134,281 pairs from IEDB. The task is: Regression. Given a peptide amino acid sequence and an MHC pseudo amino acid sequence, predict their binding affinity value. This is MHC class II binding data. The peptide sequence is VVDLSKMRAVWVDGK. The MHC is DRB3_0101 with pseudo-sequence DRB3_0101. The binding affinity (normalized) is 0.475.